Dataset: Peptide-MHC class I binding affinity with 185,985 pairs from IEDB/IMGT. Task: Regression. Given a peptide amino acid sequence and an MHC pseudo amino acid sequence, predict their binding affinity value. This is MHC class I binding data. (1) The peptide sequence is PPPPLQHPI. The binding affinity (normalized) is 0.0847. The MHC is HLA-A03:01 with pseudo-sequence HLA-A03:01. (2) The peptide sequence is HLECRTFFL. The MHC is HLA-A02:03 with pseudo-sequence HLA-A02:03. The binding affinity (normalized) is 0.366.